From a dataset of Forward reaction prediction with 1.9M reactions from USPTO patents (1976-2016). Predict the product of the given reaction. (1) Given the reactants [CH2:1]([S:4]([NH:7][C:8]1[CH:9]=[C:10]([CH:14]=[CH:15][CH:16]=1)[C:11](O)=[O:12])(=[O:6])=[O:5])[CH2:2][CH3:3].S(Cl)([Cl:19])=O, predict the reaction product. The product is: [CH2:1]([S:4]([NH:7][C:8]1[CH:9]=[C:10]([CH:14]=[CH:15][CH:16]=1)[C:11]([Cl:19])=[O:12])(=[O:6])=[O:5])[CH2:2][CH3:3]. (2) Given the reactants Br[CH2:2][C:3]([NH:5][C@H:6]([C:8]1[CH:13]=[CH:12][C:11]([Br:14])=[CH:10][CH:9]=1)[CH3:7])=[O:4].[CH3:15][C:16]([O:27][Si](C)(C)C)([CH3:26])[CH2:17][C:18]([C:20]1[CH:25]=[CH:24][CH:23]=[CH:22][CH:21]=1)=[O:19].C([Zn]CC)C.Cl, predict the reaction product. The product is: [Br:14][C:11]1[CH:12]=[CH:13][C:8]([C@@H:6]([NH:5][C:3](=[O:4])[CH2:2][C@@:18]([OH:19])([C:20]2[CH:25]=[CH:24][CH:23]=[CH:22][CH:21]=2)[CH2:17][C:16]([OH:27])([CH3:26])[CH3:15])[CH3:7])=[CH:9][CH:10]=1. (3) Given the reactants [C:1]([O:5][C:6](=[O:23])[CH2:7][C@@H:8]([NH:12][S:13]([C:16]1[CH:21]=[CH:20][C:19]([CH3:22])=[CH:18][CH:17]=1)(=[O:15])=[O:14])[C:9](O)=[O:10])([CH3:4])([CH3:3])[CH3:2].[NH2:24][CH:25]([CH3:28])[CH2:26][OH:27], predict the reaction product. The product is: [OH:27][CH2:26][CH:25]([NH:24][C:9](=[O:10])[C@H:8]([NH:12][S:13]([C:16]1[CH:21]=[CH:20][C:19]([CH3:22])=[CH:18][CH:17]=1)(=[O:15])=[O:14])[CH2:7][C:6]([O:5][C:1]([CH3:4])([CH3:2])[CH3:3])=[O:23])[CH3:28].